This data is from Forward reaction prediction with 1.9M reactions from USPTO patents (1976-2016). The task is: Predict the product of the given reaction. Given the reactants [C:1]([O:7][CH2:8][CH2:9][O:10][CH3:11])(=[O:6])[CH2:2][C:3]([CH3:5])=O.[Br:12][C:13]1[CH:20]=[CH:19][C:16]([CH:17]=O)=[CH:15][CH:14]=1.[NH4+:21].[OH-:22], predict the reaction product. The product is: [Br:12][C:13]1[CH:20]=[CH:19][C:16]([CH:17]2[C:2]([C:1]([O:7][CH2:8][CH2:9][O:10][CH3:11])=[O:6])=[C:3]([CH3:5])[NH:21][C:3]([CH3:5])=[C:2]2[C:1]([O:7][CH2:8][CH2:9][O:10][CH3:11])=[O:22])=[CH:15][CH:14]=1.